This data is from Full USPTO retrosynthesis dataset with 1.9M reactions from patents (1976-2016). The task is: Predict the reactants needed to synthesize the given product. (1) Given the product [C:29]([O:28][CH2:27][CH3:23])(=[O:30])[CH3:34].[CH3:24][CH2:23][CH2:22][CH:21]([CH3:26])[CH3:20].[Cl:1][C:2]1[C:7]([Cl:8])=[CH:6][CH:5]=[CH:4][C:3]=1[S:9]([NH:12][C:13]1[C:18]([O:19][CH2:20][C:21]2[CH:26]=[CH:25][CH:24]=[C:23]([CH2:27][OH:28])[CH:22]=2)=[N:17][C:16]([Cl:35])=[CH:15][N:14]=1)(=[O:11])=[O:10], predict the reactants needed to synthesize it. The reactants are: [Cl:1][C:2]1[C:7]([Cl:8])=[CH:6][CH:5]=[CH:4][C:3]=1[S:9]([NH:12][C:13]1[C:18]([O:19][CH2:20][C:21]2[CH:26]=[CH:25][CH:24]=[C:23]([CH2:27][O:28][CH:29]3[CH2:34]CCC[O:30]3)[CH:22]=2)=[N:17][C:16]([Cl:35])=[CH:15][N:14]=1)(=[O:11])=[O:10]. (2) Given the product [C:40]([C:21]1[C:22]2[C:27](=[CH:26][CH:25]=[C:24]([O:30][C:31]3[CH:32]=[CH:33][CH:34]=[CH:35][CH:36]=3)[CH:23]=2)[C:28]([OH:29])=[C:19]([C:17]([NH:2][CH2:3][CH:4]([C:8]2[CH:13]=[CH:12][CH:11]=[CH:10][C:9]=2[F:14])[C:5]([OH:7])=[O:6])=[O:16])[N:20]=1)#[N:41], predict the reactants needed to synthesize it. The reactants are: Cl.[NH2:2][CH2:3][CH:4]([C:8]1[CH:13]=[CH:12][CH:11]=[CH:10][C:9]=1[F:14])[C:5]([OH:7])=[O:6].C[O:16][C:17]([C:19]1[N:20]=[CH:21][C:22]2[C:27]([C:28]=1[OH:29])=[CH:26][CH:25]=[C:24]([O:30][C:31]1[CH:36]=[CH:35][CH:34]=[CH:33][CH:32]=1)[CH:23]=2)=O.C1CCN2[C:40](=[N:41]CCC2)CC1. (3) Given the product [CH2:19]([NH:26][C:27]([C:29]1[S:33][C:32]([N:34]2[CH2:38][CH2:37][N:36]([CH2:12][CH:13]3[CH2:18][CH2:17][CH2:16][CH2:15][O:14]3)[C:35]2=[O:39])=[N:31][C:30]=1[CH3:40])=[O:28])[C:20]1[CH:25]=[CH:24][CH:23]=[CH:22][CH:21]=1, predict the reactants needed to synthesize it. The reactants are: ClCC1C=CC(C#N)=CC=1.Br[CH2:12][CH:13]1[CH2:18][CH2:17][CH2:16][CH2:15][O:14]1.[CH2:19]([NH:26][C:27]([C:29]1[S:33][C:32]([N:34]2[CH2:38][CH2:37][NH:36][C:35]2=[O:39])=[N:31][C:30]=1[CH3:40])=[O:28])[C:20]1[CH:25]=[CH:24][CH:23]=[CH:22][CH:21]=1. (4) Given the product [C:22]([OH:24])(=[O:23])[C@H:21]([C:25]1[CH:30]=[CH:29][CH:28]=[CH:27][CH:26]=1)[OH:20].[CH2:1]([NH:8][C@@H:9]1[C@@H:18]([OH:19])[CH2:17][CH2:16][C:11]2([O:12][CH2:13][CH2:14][O:15]2)[CH2:10]1)[C:2]1[CH:7]=[CH:6][CH:5]=[CH:4][CH:3]=1, predict the reactants needed to synthesize it. The reactants are: [CH2:1]([NH:8][C@H:9]1[C@H:18]([OH:19])[CH2:17][CH2:16][C:11]2([O:15][CH2:14][CH2:13][O:12]2)[CH2:10]1)[C:2]1[CH:7]=[CH:6][CH:5]=[CH:4][CH:3]=1.[OH:20][C@@H:21]([C:25]1[CH:30]=[CH:29][CH:28]=[CH:27][CH:26]=1)[C:22]([OH:24])=[O:23]. (5) Given the product [C:1]([O:5][C:6](=[O:7])[NH:8][C@H:9]1[CH2:10][CH2:11][C@H:12]([C:15](=[O:17])[NH:22][CH2:21][CH2:20][O:19][CH3:18])[CH2:13][CH2:14]1)([CH3:2])([CH3:3])[CH3:4], predict the reactants needed to synthesize it. The reactants are: [C:1]([O:5][C:6]([NH:8][C@H:9]1[CH2:14][CH2:13][C@H:12]([C:15]([OH:17])=O)[CH2:11][CH2:10]1)=[O:7])([CH3:4])([CH3:3])[CH3:2].[CH3:18][O:19][CH2:20][CH2:21][NH2:22].